Dataset: Full USPTO retrosynthesis dataset with 1.9M reactions from patents (1976-2016). Task: Predict the reactants needed to synthesize the given product. Given the product [CH2:29]([O:28][CH2:27][CH2:26][NH:25][C:23]([C:6]1[C:5](=[O:31])[N:4]([CH2:3][CH2:2][NH:1][C:42](=[O:43])[O:44][CH3:45])[C:13]2[C:8]([C:7]=1[OH:22])=[N:9][CH:10]=[C:11]([CH2:14][C:15]1[CH:16]=[CH:17][C:18]([F:21])=[CH:19][CH:20]=1)[CH:12]=2)=[O:24])[CH3:30], predict the reactants needed to synthesize it. The reactants are: [NH2:1][CH2:2][CH2:3][N:4]1[C:13]2[C:8](=[N:9][CH:10]=[C:11]([CH2:14][C:15]3[CH:20]=[CH:19][C:18]([F:21])=[CH:17][CH:16]=3)[CH:12]=2)[C:7]([OH:22])=[C:6]([C:23]([NH:25][CH2:26][CH2:27][O:28][CH2:29][CH3:30])=[O:24])[C:5]1=[O:31].C(N(C(C)C)CC)(C)C.Cl[C:42]([O:44][CH3:45])=[O:43].